Dataset: Forward reaction prediction with 1.9M reactions from USPTO patents (1976-2016). Task: Predict the product of the given reaction. (1) Given the reactants [F:1][C:2]1[CH:7]=[CH:6][C:5]([CH2:8][CH2:9][N:10]2[C:14]([CH:15]3[CH2:20][CH2:19][N:18]([CH3:21])[CH2:17][CH2:16]3)=[CH:13][C:12]([C:22]([O:24]C(C)(C)C)=[O:23])=[C:11]2[CH3:29])=[CH:4][CH:3]=1.FC(F)(F)C(O)=O, predict the reaction product. The product is: [F:1][C:2]1[CH:3]=[CH:4][C:5]([CH2:8][CH2:9][N:10]2[C:14]([CH:15]3[CH2:20][CH2:19][N:18]([CH3:21])[CH2:17][CH2:16]3)=[CH:13][C:12]([C:22]([OH:24])=[O:23])=[C:11]2[CH3:29])=[CH:6][CH:7]=1. (2) Given the reactants CS(C)=O.[C:5]([C:9]1[CH:14]=[CH:13][C:12]([NH:15][C:16]([NH:18][CH2:19][CH2:20][CH2:21][OH:22])=[O:17])=[CH:11][CH:10]=1)([CH3:8])([CH3:7])[CH3:6].O, predict the reaction product. The product is: [C:5]([C:9]1[CH:14]=[CH:13][C:12]([NH:15][C:16]([NH:18][CH2:19][CH2:20][CH:21]=[O:22])=[O:17])=[CH:11][CH:10]=1)([CH3:8])([CH3:6])[CH3:7].